This data is from Forward reaction prediction with 1.9M reactions from USPTO patents (1976-2016). The task is: Predict the product of the given reaction. (1) Given the reactants [F:1][C:2]1[CH:7]=[CH:6][C:5]([O:8][CH3:9])=[CH:4][C:3]=1[C:10]1[CH:15]=[CH:14][C:13]([CH2:16][OH:17])=[CH:12][C:11]=1[C:18](=[O:23])[C:19]([CH3:22])([CH3:21])[CH3:20].[Si:24](Cl)([C:27]([CH3:30])([CH3:29])[CH3:28])([CH3:26])[CH3:25], predict the reaction product. The product is: [CH3:28][C:27]([Si:24]([CH3:26])([CH3:25])[O:17][CH2:16][C:13]1[CH:14]=[CH:15][C:10]([C:3]2[CH:4]=[C:5]([O:8][CH3:9])[CH:6]=[CH:7][C:2]=2[F:1])=[C:11]([C:18](=[O:23])[C:19]([CH3:20])([CH3:22])[CH3:21])[CH:12]=1)([CH3:30])[CH3:29]. (2) Given the reactants Cl[C:2]1[N:7]2[N:8]=[CH:9][CH:10]=[C:6]2[N:5]=[C:4]([NH:11][C:12](=[O:23])[C:13]2[CH:18]=[CH:17][C:16]([C:19]([OH:22])([CH3:21])[CH3:20])=[CH:15][CH:14]=2)[CH:3]=1.[CH:24](/B(O)O)=[CH:25]\[C:26]1[CH:31]=[CH:30][CH:29]=[CH:28][CH:27]=1.O1CCOCC1, predict the reaction product. The product is: [OH:22][C:19]([C:16]1[CH:17]=[CH:18][C:13]([C:12]([NH:11][C:4]2[CH:3]=[C:2](/[CH:24]=[CH:25]/[C:26]3[CH:31]=[CH:30][CH:29]=[CH:28][CH:27]=3)[N:7]3[N:8]=[CH:9][CH:10]=[C:6]3[N:5]=2)=[O:23])=[CH:14][CH:15]=1)([CH3:21])[CH3:20].